From a dataset of Reaction yield outcomes from USPTO patents with 853,638 reactions. Predict the reaction yield, written as a fraction of the theoretical maximum amount of product (1.0 means a 100% yield; for example, 0.34 means a 34% yield). (1) The reactants are [N:1]1[C:5]2[CH:6]=[CH:7][CH:8]=[CH:9][C:4]=2[NH:3][C:2]=1[C:10]1[CH:17]=[CH:16][C:13]([CH:14]=O)=[CH:12][CH:11]=1.[C:18]([O:22][C:23]([N:25]1[C:29]2[CH:30]=[CH:31][CH:32]=[CH:33][C:28]=2[N:27]=[C:26]1[CH2:34][NH:35][CH:36]1[C:45]2[N:44]=[CH:43][CH:42]=[CH:41][C:40]=2[CH2:39][CH2:38][CH2:37]1)=[O:24])([CH3:21])([CH3:20])[CH3:19].C(O)(=O)C.C(O[BH-](OC(=O)C)OC(=O)C)(=O)C.[Na+]. The catalyst is C1COCC1. The product is [NH:1]1[C:5]2[CH:6]=[CH:7][CH:8]=[CH:9][C:4]=2[N:3]=[C:2]1[C:10]1[CH:17]=[CH:16][C:13]([CH2:14][N:35]([CH2:34][C:26]2[N:25]([C:23]([O:22][C:18]([CH3:20])([CH3:21])[CH3:19])=[O:24])[C:29]3[CH:30]=[CH:31][CH:32]=[CH:33][C:28]=3[N:27]=2)[CH:36]2[C:45]3[N:44]=[CH:43][CH:42]=[CH:41][C:40]=3[CH2:39][CH2:38][CH2:37]2)=[CH:12][CH:11]=1. The yield is 0.390. (2) The reactants are N[C:2]1[S:3][C:4]2[CH:10]=[C:9]([CH2:11][C:12]([O:14][CH2:15][CH3:16])=[O:13])[CH:8]=[CH:7][C:5]=2[N:6]=1.[BrH:17].N([O-])=O.[Na+].CC#N. The catalyst is CC(O)=O.O.[Cl-].[Na+].O. The yield is 0.220. The product is [Br:17][C:2]1[S:3][C:4]2[CH:10]=[C:9]([CH2:11][C:12]([O:14][CH2:15][CH3:16])=[O:13])[CH:8]=[CH:7][C:5]=2[N:6]=1. (3) The reactants are [NH:1]1[CH2:5][CH2:4][C@H:3]([OH:6])[CH2:2]1.[C:7]1([CH3:17])[CH:12]=[CH:11][C:10]([S:13](Cl)(=[O:15])=[O:14])=[CH:9][CH:8]=1.[OH-:18].[Na+].[OH2:20]. The catalyst is C1(C)C=CC=CC=1.[Br-].C([N+](CCCC)(CCCC)CCCC)CCC. The product is [S:13]([N:1]1[CH2:5][CH2:4][C@H:3]([O:6][S:13]([C:10]2[CH:11]=[CH:12][C:7]([CH3:17])=[CH:8][CH:9]=2)(=[O:20])=[O:18])[CH2:2]1)([C:10]1[CH:11]=[CH:12][C:7]([CH3:17])=[CH:8][CH:9]=1)(=[O:15])=[O:14]. The yield is 0.940. (4) The reactants are [Cl:1][C:2]1[CH:7]=[C:6](Cl)[N:5]=[C:4]([NH2:9])[CH:3]=1.[CH3:10]B1OB(C)OB(C)O1.C([O-])([O-])=O.[K+].[K+]. The catalyst is C1C=CC([P]([Pd]([P](C2C=CC=CC=2)(C2C=CC=CC=2)C2C=CC=CC=2)([P](C2C=CC=CC=2)(C2C=CC=CC=2)C2C=CC=CC=2)[P](C2C=CC=CC=2)(C2C=CC=CC=2)C2C=CC=CC=2)(C2C=CC=CC=2)C2C=CC=CC=2)=CC=1.O1CCOCC1. The product is [Cl:1][C:2]1[CH:7]=[C:6]([CH3:10])[N:5]=[C:4]([NH2:9])[CH:3]=1. The yield is 0.230.